This data is from Full USPTO retrosynthesis dataset with 1.9M reactions from patents (1976-2016). The task is: Predict the reactants needed to synthesize the given product. (1) Given the product [CH3:10][C:4]1[C:3]([NH2:1])=[N:8][C:7]([CH3:9])=[CH:6][N:5]=1, predict the reactants needed to synthesize it. The reactants are: [NH:1]([C:3]1[C:4]([CH3:10])=[N:5][CH:6]=[C:7]([CH3:9])[N:8]=1)N. (2) Given the product [Si:1]([O:8][C:9]1[CH:10]=[C:11]([C:15]2[N:16]=[C:17]([N:24]3[CH2:25][CH2:26][O:27][CH2:28][CH2:29]3)[C:18]3[S:23][C:22]([CH2:44][CH2:43][NH:42][C:35](=[O:36])[O:37][C:38]([CH3:41])([CH3:40])[CH3:39])=[CH:21][C:19]=3[N:20]=2)[CH:12]=[CH:13][CH:14]=1)([C:4]([CH3:6])([CH3:7])[CH3:5])([CH3:2])[CH3:3], predict the reactants needed to synthesize it. The reactants are: [Si:1]([O:8][C:9]1[CH:10]=[C:11]([C:15]2[N:16]=[C:17]([N:24]3[CH2:29][CH2:28][O:27][CH2:26][CH2:25]3)[C:18]3[S:23][CH:22]=[CH:21][C:19]=3[N:20]=2)[CH:12]=[CH:13][CH:14]=1)([C:4]([CH3:7])([CH3:6])[CH3:5])([CH3:3])[CH3:2].[Li]CCCC.[C:35]([NH:42][CH2:43][CH2:44]Br)([O:37][C:38]([CH3:41])([CH3:40])[CH3:39])=[O:36]. (3) Given the product [CH3:53][C:54]1([CH3:66])[O:58][C@H:57]([CH2:59][N:60]2[CH:64]=[CH:63][C:62]([NH:65][C:10](=[O:12])[CH:9]([N:5]3[C:6](=[O:8])[CH:7]=[C:2]([O:42][N:33]4[C:37]5[CH:38]=[CH:39][CH:40]=[CH:41][C:36]=5[N:35]=[N:34]4)[CH:3]=[N:4]3)[CH2:13][CH:14]([CH3:16])[CH3:15])=[N:61]2)[CH2:56][O:55]1, predict the reactants needed to synthesize it. The reactants are: I[C:2]1[CH:3]=[N:4][N:5]([CH:9]([CH2:13][CH:14]([CH3:16])[CH3:15])[C:10]([OH:12])=O)[C:6](=[O:8])[CH:7]=1.C(N(CC)C(C)C)(C)C.F[P-](F)(F)(F)(F)F.[N:33]1([O:42][P+](N(C)C)(N(C)C)N(C)C)[C:37]2[CH:38]=[CH:39][CH:40]=[CH:41][C:36]=2[N:35]=[N:34]1.[CH3:53][C:54]1([CH3:66])[O:58][C@H:57]([CH2:59][N:60]2[CH:64]=[CH:63][C:62]([NH2:65])=[N:61]2)[CH2:56][O:55]1. (4) Given the product [C:2]([O:5][C:6](=[O:7])[CH:8]([NH2:9])[CH:23]1[CH2:29][CH2:28][CH2:27][CH2:26][CH2:25][CH2:24]1)([CH3:4])([CH3:3])[CH3:1], predict the reactants needed to synthesize it. The reactants are: [CH3:1][C:2]([O:5][C:6]([CH2:8][N:9]=C(C1C=CC=CC=1)C1C=CC=CC=1)=[O:7])([CH3:4])[CH3:3].[CH:23]1(Br)[CH2:29][CH2:28][CH2:27][CH2:26][CH2:25][CH2:24]1. (5) Given the product [ClH:22].[CH3:19][C:4]([CH3:20])([CH2:5][CH:6]1[CH2:11][CH2:10][NH:9][CH2:8][CH2:7]1)[C:3]([O:2][CH3:1])=[O:21], predict the reactants needed to synthesize it. The reactants are: [CH3:1][O:2][C:3](=[O:21])[C:4]([CH3:20])([CH3:19])[CH2:5][CH:6]1[CH2:11][CH2:10][N:9](C(OC(C)(C)C)=O)[CH2:8][CH2:7]1.[ClH:22]. (6) Given the product [Cl:8][C:5]1[N:6]=[CH:7][C:2]([S:13]([Cl:16])(=[O:15])=[O:14])=[CH:3][CH:4]=1, predict the reactants needed to synthesize it. The reactants are: N[C:2]1[CH:3]=[CH:4][C:5]([Cl:8])=[N:6][CH:7]=1.N([O-])=O.[Na+].[S:13](=[O:15])=[O:14].[ClH:16]. (7) Given the product [C:1]1([C:18]2([OH:23])[CH2:19][CH2:20][CH2:21][CH2:22][CH:13]([C:9]([CH3:12])([CH3:10])[CH3:11])[CH2:14][CH2:15][CH2:16][CH:17]2[O:24][SiH:25]([CH3:27])[CH3:26])[CH:6]=[CH:5][CH:4]=[CH:3][CH:2]=1, predict the reactants needed to synthesize it. The reactants are: [C:1]1([Mg]Br)[CH:6]=[CH:5][CH:4]=[CH:3][CH:2]=1.[C:9]([CH:13]1[CH2:22][CH2:21][CH2:20][CH2:19][C:18](=[O:23])[CH:17]([O:24][SiH:25]([CH3:27])[CH3:26])[CH2:16][CH2:15][CH2:14]1)([CH3:12])([CH3:11])[CH3:10].Cl. (8) Given the product [CH3:1][O:2][C:3](=[O:6])[CH2:4][S:5][C:10]1[O:11][C:12]2[CH:18]=[C:17]([CH3:19])[CH:16]=[CH:15][C:13]=2[N:14]=1, predict the reactants needed to synthesize it. The reactants are: [CH3:1][O:2][C:3](=[O:6])[CH2:4][SH:5].[H-].[Na+].Cl[C:10]1[O:11][C:12]2[CH:18]=[C:17]([CH3:19])[CH:16]=[CH:15][C:13]=2[N:14]=1. (9) Given the product [CH:27]([NH:29][CH2:30][CH2:31][S:32][C:33]1[N:34]=[CH:35][N:36]2[CH:40]=[C:39]([C:8]3[C@H:9]([CH3:10])[C@@H:5]4[C@@H:4]([C@H:2]([OH:1])[CH3:3])[C:25](=[O:26])[N:6]4[C:7]=3[C:12]([O:14][CH2:15][C:16]3[CH:17]=[CH:18][C:19]([N+:22]([O-:24])=[O:23])=[CH:20][CH:21]=3)=[O:13])[S:38][C:37]=12)=[O:28], predict the reactants needed to synthesize it. The reactants are: [OH:1][C@@H:2]([C@H:4]1[C:25](=[O:26])[N:6]2[C@@H:7]([C:12]([O:14][CH2:15][C:16]3[CH:21]=[CH:20][C:19]([N+:22]([O-:24])=[O:23])=[CH:18][CH:17]=3)=[O:13])[C:8](=O)[C@H:9]([CH3:10])[C@H:5]12)[CH3:3].[CH:27]([NH:29][CH2:30][CH2:31][S:32][C:33]1[N:34]=[CH:35][N:36]2[CH:40]=[C:39]([Sn](CCCC)(CCCC)CCCC)[S:38][C:37]=12)=[O:28].